This data is from Forward reaction prediction with 1.9M reactions from USPTO patents (1976-2016). The task is: Predict the product of the given reaction. Given the reactants [F:1][C:2]1[CH:3]=[C:4]([CH:8](O)[CH2:9][CH2:10][C:11]([NH:13][C:14]2[CH:19]=[CH:18][C:17]([O:20][C:21]([F:24])([F:23])[F:22])=[CH:16][CH:15]=2)=[O:12])[CH:5]=[CH:6][CH:7]=1.C1(C)C=CC(S(Cl)(=O)=O)=CC=1.CC(C)([O-])C.[K+], predict the reaction product. The product is: [F:1][C:2]1[CH:3]=[C:4]([CH:8]2[N:13]([C:14]3[CH:19]=[CH:18][C:17]([O:20][C:21]([F:24])([F:23])[F:22])=[CH:16][CH:15]=3)[C:11](=[O:12])[CH2:10][CH2:9]2)[CH:5]=[CH:6][CH:7]=1.